This data is from Full USPTO retrosynthesis dataset with 1.9M reactions from patents (1976-2016). The task is: Predict the reactants needed to synthesize the given product. (1) Given the product [F:3][C:4]1[C:9]2[N:10]([CH3:15])[C:11](=[O:14])[O:12][CH2:13][C:8]=2[CH:7]=[C:6]([N:16]2[CH2:20][C@H:19]([C:21]([NH:2][CH3:1])=[O:23])[O:18][C:17]2=[O:25])[CH:5]=1, predict the reactants needed to synthesize it. The reactants are: [CH3:1][NH2:2].[F:3][C:4]1[C:9]2[N:10]([CH3:15])[C:11](=[O:14])[O:12][CH2:13][C:8]=2[CH:7]=[C:6]([N:16]2[CH2:20][C@H:19]([C:21]([O:23]C)=O)[O:18][C:17]2=[O:25])[CH:5]=1. (2) Given the product [Br:1][C:2]1[C:7]([CH3:8])=[CH:6][C:5]([C:20]([OH:22])=[O:21])=[CH:4][N:3]=1, predict the reactants needed to synthesize it. The reactants are: [Br:1][C:2]1[C:7]([CH3:8])=[CH:6][C:5](Br)=[CH:4][N:3]=1.C([Mg]Cl)(C)C.C(OCC)C.[C:20](=[O:22])=[O:21]. (3) Given the product [OH:12][C@H:11]1[CH2:10][CH2:9][C:4]2([O:5][CH2:6][CH2:7][O:8]2)[CH2:3][C@@H:2]1[NH:1][CH:14]1[CH2:19][CH2:18][N:17]([C:20]([O:22][CH2:23][C:24]2[CH:25]=[CH:26][CH:27]=[CH:28][CH:29]=2)=[O:21])[CH2:16][CH2:15]1, predict the reactants needed to synthesize it. The reactants are: [NH2:1][C@@H:2]1[C@@H:11]([OH:12])[CH2:10][CH2:9][C:4]2([O:8][CH2:7][CH2:6][O:5]2)[CH2:3]1.O=[C:14]1[CH2:19][CH2:18][N:17]([C:20]([O:22][CH2:23][C:24]2[CH:29]=[CH:28][CH:27]=[CH:26][CH:25]=2)=[O:21])[CH2:16][CH2:15]1.C(O[BH-](OC(=O)C)OC(=O)C)(=O)C.[Na+].C([O-])(O)=O.[Na+]. (4) Given the product [CH2:56]([OH:57])[C@H:37]1[O:38][C@@H:39]2[O:44][C@H:45]3[C@H:51]([OH:52])[C@@H:50]([OH:53])[C@@H:48]([O:49][C@H:3]4[C@H:4]([OH:65])[C@@H:5]([OH:64])[C@@H:6]([O:8][C@H:9]5[C@H:14]([OH:15])[C@@H:13]([OH:16])[C@@H:12]([O:17][C@H:18]6[C@H:23]([OH:24])[C@@H:22]([OH:25])[C@@H:21]([O:26][C@H:27]7[C@H:32]([OH:33])[C@@H:31]([OH:34])[C@@H:30]([O:35][C@H:36]1[C@H:41]([OH:42])[C@H:40]2[OH:43])[O:29][C@@H:28]7[CH2:58][OH:59])[O:20][C@@H:19]6[CH2:60][OH:61])[O:11][C@@H:10]5[CH2:62][OH:63])[O:7][C@@H:2]4[CH2:1][OH:66])[O:47][C@@H:46]3[CH2:54][OH:55].[C:67]([OH:86])(=[O:85])[CH2:68][CH2:69][CH2:70][CH2:71][CH2:72][CH2:73][CH2:74]/[CH:75]=[CH:76]\[CH2:77]/[CH:78]=[CH:79]\[CH2:80][CH2:81][CH2:82][CH2:83][CH3:84], predict the reactants needed to synthesize it. The reactants are: [CH2:1]([OH:66])[C@H:2]1[O:7][C@@H:6]2[O:8][C@H:9]3[C@H:14]([OH:15])[C@@H:13]([OH:16])[C@@H:12]([O:17][C@H:18]4[C@H:23]([OH:24])[C@@H:22]([OH:25])[C@@H:21]([O:26][C@H:27]5[C@H:32]([OH:33])[C@@H:31]([OH:34])[C@@H:30]([O:35][C@H:36]6[C@H:41]([OH:42])[C@@H:40]([OH:43])[C@@H:39]([O:44][C@H:45]7[C@H:51]([OH:52])[C@@H:50]([OH:53])[C@@H:48]([O:49][C@H:3]1[C@H:4]([OH:65])[C@H:5]2[OH:64])[O:47][C@@H:46]7[CH2:54][OH:55])[O:38][C@@H:37]6[CH2:56][OH:57])[O:29][C@@H:28]5[CH2:58][OH:59])[O:20][C@@H:19]4[CH2:60][OH:61])[O:11][C@@H:10]3[CH2:62][OH:63].[C:67]([OH:86])(=[O:85])[CH2:68][CH2:69][CH2:70][CH2:71][CH2:72][CH2:73][CH2:74]/[CH:75]=[CH:76]\[CH2:77]/[CH:78]=[CH:79]\[CH2:80][CH2:81][CH2:82][CH2:83][CH3:84].